From a dataset of Peptide-MHC class II binding affinity with 134,281 pairs from IEDB. Regression. Given a peptide amino acid sequence and an MHC pseudo amino acid sequence, predict their binding affinity value. This is MHC class II binding data. (1) The peptide sequence is ITQFILEHRAKGSCKYALPLRIPPSACLSPQ. The MHC is DRB1_0701 with pseudo-sequence DRB1_0701. The binding affinity (normalized) is 0.719. (2) The peptide sequence is IGLVTQTINDFYFVI. The MHC is HLA-DPA10103-DPB10401 with pseudo-sequence HLA-DPA10103-DPB10401. The binding affinity (normalized) is 0.355. (3) The peptide sequence is GELQIVDKGDAAFKI. The MHC is DRB1_1501 with pseudo-sequence DRB1_1501. The binding affinity (normalized) is 0.478. (4) The peptide sequence is VPFNVAQAYCIGKLK. The MHC is DRB5_0101 with pseudo-sequence DRB5_0101. The binding affinity (normalized) is 0.869. (5) The peptide sequence is ESLHNPYPDYHWLRT. The MHC is DRB1_0701 with pseudo-sequence DRB1_0701. The binding affinity (normalized) is 0. (6) The peptide sequence is KPFNNILDL. The MHC is DRB1_0101 with pseudo-sequence DRB1_0101. The binding affinity (normalized) is 0.0559. (7) The peptide sequence is RNVRFSDEGGFTCFF. The MHC is HLA-DQA10102-DQB10602 with pseudo-sequence HLA-DQA10102-DQB10602. The binding affinity (normalized) is 0.241. (8) The peptide sequence is GEEYLILSARDVLAV. The MHC is DRB1_1101 with pseudo-sequence DRB1_1101. The binding affinity (normalized) is 0.584.